Dataset: Catalyst prediction with 721,799 reactions and 888 catalyst types from USPTO. Task: Predict which catalyst facilitates the given reaction. (1) Reactant: [C:1]([O:4][CH:5]([CH2:15][CH:16]=[C:17]([CH3:25])[CH2:18][CH2:19][CH2:20][CH:21]([CH3:24])[CH:22]=[O:23])[C:6]([CH3:14])=[CH:7][C:8]1[N:9]=[C:10]([CH3:13])[S:11][CH:12]=1)(=[O:3])[CH3:2].[CH3:26][O:27][C:28](=[O:47])[CH2:29][C@H:30]([O:39][Si:40]([C:43]([CH3:46])([CH3:45])[CH3:44])([CH3:42])[CH3:41])[C:31]([CH3:38])([CH3:37])[C:32](=[O:36])[CH:33](Br)[CH3:34]. Product: [CH3:26][O:27][C:28](=[O:47])[CH2:29][CH:30]([O:39][Si:40]([C:43]([CH3:46])([CH3:45])[CH3:44])([CH3:41])[CH3:42])[C:31]([CH3:37])([CH3:38])[C:32](=[O:36])[CH:33]([CH3:34])[CH:22]([OH:23])[CH:21]([CH3:24])[CH2:20][CH2:19][CH2:18][C:17]([CH3:25])=[CH:16][CH2:15][CH:5]([O:4][C:1](=[O:3])[CH3:2])[C:6]([CH3:14])=[CH:7][C:8]1[N:9]=[C:10]([CH3:13])[S:11][CH:12]=1. The catalyst class is: 220. (2) Reactant: C1N=CN([C:6](N2C=NC=C2)=[O:7])C=1.[N+:13]([C:16]1[CH:21]=[CH:20][C:19]([CH2:22][CH2:23][NH:24][CH2:25][CH2:26][OH:27])=[CH:18][CH:17]=1)([O-:15])=[O:14]. Product: [N+:13]([C:16]1[CH:17]=[CH:18][C:19]([CH2:22][CH2:23][N:24]2[CH2:25][CH2:26][O:27][C:6]2=[O:7])=[CH:20][CH:21]=1)([O-:15])=[O:14]. The catalyst class is: 79. (3) Reactant: Cl[C:2]1[CH:7]=[N:6][CH:5]=[C:4]([Cl:8])[N:3]=1.[CH:9]1([C@@H:12]([NH2:14])[CH3:13])[CH2:11][CH2:10]1.CCN(C(C)C)C(C)C.O. Product: [Cl:8][C:4]1[N:3]=[C:2]([NH:14][C@H:12]([CH:9]2[CH2:11][CH2:10]2)[CH3:13])[CH:7]=[N:6][CH:5]=1. The catalyst class is: 3. (4) Reactant: Cl.[SH:2][CH2:3][CH2:4][NH2:5].C(=O)([O-])[O-].[K+].[K+].[C:12](Cl)(=[O:17])[CH2:13][CH2:14][CH2:15][CH3:16].ClCCl. Product: [SH:2][CH2:3][CH2:4][NH:5][C:12](=[O:17])[CH2:13][CH2:14][CH2:15][CH3:16]. The catalyst class is: 6. (5) Reactant: [CH:1]([NH:3][NH:4][C:5](=O)[C:6]([CH3:32])([CH3:31])[CH2:7][C:8]1[S:9][C:10]([C:13]2[CH:18]=[C:17]([NH:19][C:20]3[N:25]=[C:24]([C:26]([F:29])([F:28])[F:27])[CH:23]=[CH:22][N:21]=3)[CH:16]=[C:15]([CH3:30])[CH:14]=2)=[CH:11][N:12]=1)=[O:2].CC[N+](S(N=C(OC)[O-])(=O)=O)(CC)CC. Product: [CH3:30][C:15]1[CH:16]=[C:17]([NH:19][C:20]2[N:25]=[C:24]([C:26]([F:27])([F:29])[F:28])[CH:23]=[CH:22][N:21]=2)[CH:18]=[C:13]([C:10]2[S:9][C:8]([CH2:7][C:6]([CH3:31])([C:5]3[O:2][CH:1]=[N:3][N:4]=3)[CH3:32])=[N:12][CH:11]=2)[CH:14]=1. The catalyst class is: 1.